From a dataset of Full USPTO retrosynthesis dataset with 1.9M reactions from patents (1976-2016). Predict the reactants needed to synthesize the given product. Given the product [NH2:1][C:2]1[CH:7]=[CH:6][C:5]([O:8][C:13]2[CH:12]=[C:11]([O:10][CH3:9])[CH:16]=[CH:15][N:14]=2)=[CH:4][CH:3]=1, predict the reactants needed to synthesize it. The reactants are: [NH2:1][C:2]1[CH:7]=[CH:6][C:5]([OH:8])=[CH:4][CH:3]=1.[CH3:9][O:10][C:11]1[CH:16]=[CH:15][N:14]=[C:13](Cl)[CH:12]=1.CC([O-])(C)C.[K+].